Dataset: Reaction yield outcomes from USPTO patents with 853,638 reactions. Task: Predict the reaction yield, written as a fraction of the theoretical maximum amount of product (1.0 means a 100% yield; for example, 0.34 means a 34% yield). (1) The catalyst is C1(C)C=CC=CC=1.[O-2].[O-2].[Mn+4]. The product is [CH3:1][O:2][C:3]1[C:8]([O:9][CH3:10])=[C:7]([O:11][CH3:12])[CH:6]=[C:5]([CH3:13])[C:4]=1[C:14]([C:16]1[C:21]([Cl:22])=[CH:20][N:19]=[C:18]([Cl:23])[C:17]=1[C:24]([F:27])([F:26])[F:25])=[O:15]. The yield is 0.890. The reactants are [CH3:1][O:2][C:3]1[C:8]([O:9][CH3:10])=[C:7]([O:11][CH3:12])[CH:6]=[C:5]([CH3:13])[C:4]=1[CH:14]([C:16]1[C:21]([Cl:22])=[CH:20][N:19]=[C:18]([Cl:23])[C:17]=1[C:24]([F:27])([F:26])[F:25])[OH:15]. (2) The product is [Cl:7][C:8]1[CH:13]=[C:12]([Cl:14])[CH:11]=[CH:10][C:9]=1[S:15][C:17]1[CH:18]=[CH:19][C:20](=[O:23])[NH:21][N:22]=1. The catalyst is CN(C)C=O.O. The yield is 0.150. The reactants are CC(C)([O-])C.[K+].[Cl:7][C:8]1[CH:13]=[C:12]([Cl:14])[CH:11]=[CH:10][C:9]=1[SH:15].Cl[C:17]1[CH:18]=[CH:19][C:20](=[O:23])[NH:21][N:22]=1.[OH-].[K+]. (3) The reactants are [F:1][C:2]1[CH:3]=[C:4]([N:8]2[CH:12]=[C:11]([NH:13][C:14](=[O:18])[CH:15]([CH3:17])[CH3:16])[C:10]([CH:19]=[O:20])=[N:9]2)[CH:5]=[N:6][CH:7]=1.[BH4-].[Na+].Cl.C(=O)(O)[O-].[Na+]. The catalyst is CO. The product is [F:1][C:2]1[CH:3]=[C:4]([N:8]2[CH:12]=[C:11]([NH:13][C:14](=[O:18])[CH:15]([CH3:17])[CH3:16])[C:10]([CH2:19][OH:20])=[N:9]2)[CH:5]=[N:6][CH:7]=1.[F:1][C:2]1[CH:3]=[C:4]([N:8]2[CH:12]=[C:11]([NH:13][C:14](=[O:18])[CH:15]([CH3:16])[CH3:17])[CH:10]=[N:9]2)[CH:5]=[N:6][CH:7]=1. The yield is 0.567. (4) The reactants are C(Cl)(=O)C(Cl)=O.[CH3:7][S:8]([C:11]1[CH:19]=[CH:18][CH:17]=[CH:16][C:12]=1[C:13]([OH:15])=O)(=[O:10])=[O:9].[Cl:20][C:21]1[CH:22]=[C:23]([CH:37]=[CH:38][C:39]=1[Cl:40])[O:24][CH:25]1[CH2:30][CH2:29][N:28]([CH:31]2[CH2:36][CH2:35][NH:34][CH2:33][CH2:32]2)[CH2:27][CH2:26]1.C(N(CC)CC)C. The catalyst is C(Cl)Cl.CN(C=O)C. The product is [Cl:20][C:21]1[CH:22]=[C:23]([CH:37]=[CH:38][C:39]=1[Cl:40])[O:24][CH:25]1[CH2:26][CH2:27][N:28]([CH:31]2[CH2:32][CH2:33][N:34]([C:13]([C:12]3[CH:16]=[CH:17][CH:18]=[CH:19][C:11]=3[S:8]([CH3:7])(=[O:9])=[O:10])=[O:15])[CH2:35][CH2:36]2)[CH2:29][CH2:30]1. The yield is 0.760. (5) The reactants are [CH:1]1([C@H:7]([NH:12][C:13]([C:15]2[C:24]([NH:25][C:26]([NH:28][C:29]3[CH:34]=[CH:33][C:32]([CH:35]4[CH2:37][CH2:36]4)=[CH:31][CH:30]=3)=[O:27])=[CH:23][C:22]3[C:17](=[CH:18][CH:19]=[CH:20][CH:21]=3)[CH:16]=2)=[O:14])[C:8]([O:10]C)=[O:9])[CH2:6][CH2:5][CH2:4][CH2:3][CH2:2]1.[Li+].[OH-]. The catalyst is C1COCC1. The product is [CH:1]1([C@H:7]([NH:12][C:13]([C:15]2[C:24]([NH:25][C:26]([NH:28][C:29]3[CH:30]=[CH:31][C:32]([CH:35]4[CH2:37][CH2:36]4)=[CH:33][CH:34]=3)=[O:27])=[CH:23][C:22]3[C:17](=[CH:18][CH:19]=[CH:20][CH:21]=3)[CH:16]=2)=[O:14])[C:8]([OH:10])=[O:9])[CH2:6][CH2:5][CH2:4][CH2:3][CH2:2]1. The yield is 0.980. (6) The reactants are [Si:1]([O:8][C@H:9]([C:43]1[CH:44]=[N:45][CH:46]=[CH:47][CH:48]=1)[CH2:10][N:11]([CH2:19][C@@H:20]1[CH2:29][CH2:28][C:27]2[C:22](=[CH:23][CH:24]=[C:25]([C:30]3[CH:31]=[CH:32][C:33]4[C:38](=[O:39])[O:37][C:36](C)(C)[O:35][C:34]=4[CH:42]=3)[CH:26]=2)[O:21]1)[C:12](=[O:18])[O:13][C:14]([CH3:17])([CH3:16])[CH3:15])([C:4]([CH3:7])([CH3:6])[CH3:5])([CH3:3])[CH3:2].C(=O)([O-])[O-].[K+].[K+]. The catalyst is CO. The product is [C:14]([O:13][C:12]([N:11]([CH2:19][C@@H:20]1[CH2:29][CH2:28][C:27]2[C:22](=[CH:23][CH:24]=[C:25]([C:30]3[CH:31]=[CH:32][C:33]([C:38]([O:37][CH3:36])=[O:39])=[C:34]([OH:35])[CH:42]=3)[CH:26]=2)[O:21]1)[CH2:10][C@H:9]([O:8][Si:1]([C:4]([CH3:7])([CH3:6])[CH3:5])([CH3:3])[CH3:2])[C:43]1[CH:44]=[N:45][CH:46]=[CH:47][CH:48]=1)=[O:18])([CH3:15])([CH3:16])[CH3:17]. The yield is 0.940. (7) The reactants are [CH:1]1([C:7]#[CH:8])[CH2:6][CH2:5][CH2:4][CH2:3][CH2:2]1.C(N(CC)CC)C.Cl[C:17]1[CH:24]=[CH:23][C:20]([C:21]#[N:22])=[CH:19][N:18]=1. The catalyst is CN(C=O)C.CCCCCC.CCOC(C)=O.Cl[Pd](Cl)([P](C1C=CC=CC=1)(C1C=CC=CC=1)C1C=CC=CC=1)[P](C1C=CC=CC=1)(C1C=CC=CC=1)C1C=CC=CC=1.[Cu](I)I. The product is [CH:1]1([C:7]#[C:8][C:17]2[CH:24]=[CH:23][C:20]([C:21]#[N:22])=[CH:19][N:18]=2)[CH2:6][CH2:5][CH2:4][CH2:3][CH2:2]1. The yield is 0.830. (8) The reactants are Cl[C:2]1[C:7]([C:8]#[N:9])=[CH:6][N:5]=[C:4]([CH3:10])[C:3]=1[I:11].[NH2:12][C:13]1[CH:14]=[C:15]2[C:19](=[CH:20][CH:21]=1)[NH:18][CH:17]=[CH:16]2. The catalyst is C(O)C.C(=O)(O)[O-].[Na+]. The product is [I:11][C:3]1[C:4]([CH3:10])=[N:5][CH:6]=[C:7]([C:2]=1[NH:12][C:13]1[CH:14]=[C:15]2[C:19](=[CH:20][CH:21]=1)[NH:18][CH:17]=[CH:16]2)[C:8]#[N:9]. The yield is 0.340.